This data is from Forward reaction prediction with 1.9M reactions from USPTO patents (1976-2016). The task is: Predict the product of the given reaction. (1) Given the reactants [CH3:1][O:2][C:3](=[O:22])[CH2:4][C:5]1[CH:10]=[C:9]([O:11][CH2:12][CH3:13])[CH:8]=[C:7]([O:14][C:15]2[CH:20]=[CH:19][CH:18]=[C:17](Br)[CH:16]=2)[CH:6]=1.O1CCCC1.[CH3:28][O:29][C:30]1[C:35](B(O)O)=[CH:34][CH:33]=[CH:32][N:31]=1.ClCCl.C(=O)([O-])[O-].[K+].[K+], predict the reaction product. The product is: [CH3:1][O:2][C:3](=[O:22])[CH2:4][C:5]1[CH:6]=[C:7]([O:14][C:15]2[CH:20]=[CH:19][CH:18]=[C:17]([C:33]3[CH:32]=[N:31][C:30]([O:29][CH3:28])=[CH:35][CH:34]=3)[CH:16]=2)[CH:8]=[C:9]([O:11][CH2:12][CH3:13])[CH:10]=1. (2) Given the reactants [Cl:1][C:2]1[N:7]=[C:6](Cl)[C:5]([C:9]([O:11][CH2:12][CH3:13])=[O:10])=[CH:4][N:3]=1.[F:14][C:15]1[CH:16]=[C:17]([NH2:26])[CH:18]=[CH:19][C:20]=1[N:21]1[CH:25]=[CH:24][CH:23]=[N:22]1.CCN(C(C)C)C(C)C.O, predict the reaction product. The product is: [Cl:1][C:2]1[N:7]=[C:6]([NH:26][C:17]2[CH:18]=[CH:19][C:20]([N:21]3[CH:25]=[CH:24][CH:23]=[N:22]3)=[C:15]([F:14])[CH:16]=2)[C:5]([C:9]([O:11][CH2:12][CH3:13])=[O:10])=[CH:4][N:3]=1. (3) Given the reactants [CH3:1][CH:2]1[CH2:13][C:12]2[C:4](=[CH:5][C:6]3[CH2:7][C:8]([CH3:15])([CH3:14])[CH2:9][C:10]=3[CH:11]=2)[C:3]1=O.[BH4-].[Na+].CO.CC1C=CC(S(O)(=O)=O)=CC=1, predict the reaction product. The product is: [CH3:14][C:8]1([CH3:15])[CH2:9][C:10]2[C:6](=[CH:5][C:4]3[CH:3]=[C:2]([CH3:1])[CH2:13][C:12]=3[CH:11]=2)[CH2:7]1. (4) Given the reactants [NH2:1][C:2]1[C:3]([NH:8][CH2:9][N:10]2[CH2:14][CH:13]([CH2:15][CH2:16][CH3:17])[CH2:12][C:11]2=[O:18])=[N:4][CH:5]=[CH:6][CH:7]=1.[C:19]1(C)C=CC(S(O)(=O)=O)=CC=1.C([O-])(O)=O.[Na+].CCOC(C)=O, predict the reaction product. The product is: [N:1]1[C:2]2[C:3](=[N:4][CH:5]=[CH:6][CH:7]=2)[N:8]([CH2:9][N:10]2[CH2:14][CH:13]([CH2:15][CH2:16][CH3:17])[CH2:12][C:11]2=[O:18])[CH:19]=1. (5) Given the reactants [CH2:1]1[CH:5]([OH:6])[CH2:4][NH:3][CH2:2]1.C(N(CC)CC)C.[CH2:14]([O:18][C:19]1[CH:24]=[CH:23][C:22]([S:25](Cl)(=[O:27])=[O:26])=[CH:21][CH:20]=1)[CH2:15][CH2:16][CH3:17].C(=O)([O-])[O-].[Na+].[Na+], predict the reaction product. The product is: [CH2:14]([O:18][C:19]1[CH:24]=[CH:23][C:22]([S:25]([N:3]2[CH2:2][CH2:1][CH:5]([OH:6])[CH2:4]2)(=[O:27])=[O:26])=[CH:21][CH:20]=1)[CH2:15][CH2:16][CH3:17]. (6) Given the reactants [NH:1]([CH2:5][CH2:6][OH:7])[CH2:2][CH2:3][OH:4].[CH2:8]([B:12](O)O)[CH2:9][CH2:10][CH3:11], predict the reaction product. The product is: [CH2:8]([B:12]1[O:7][CH2:6][CH2:5][NH:1][CH2:2][CH2:3][O:4]1)[CH2:9][CH2:10][CH3:11]. (7) Given the reactants [NH:1]1[CH2:5][CH2:4][CH2:3][CH2:2]1.[CH2:6]([N:8]([CH2:30][CH3:31])[C:9]1[N:29]=[C:12]2[CH:13]=[CH:14][C:15]([NH:17][C:18]([C:20]3[N:24]([CH3:25])[N:23]=[CH:22][C:21]=3[C:26](O)=[O:27])=[O:19])=[CH:16][N:11]2[N:10]=1)[CH3:7], predict the reaction product. The product is: [CH2:30]([N:8]([CH2:6][CH3:7])[C:9]1[N:29]=[C:12]2[CH:13]=[CH:14][C:15]([NH:17][C:18]([C:20]3[N:24]([CH3:25])[N:23]=[CH:22][C:21]=3[C:26]([CH:4]3[CH2:5][NH:1][CH2:2][CH2:3]3)=[O:27])=[O:19])=[CH:16][N:11]2[N:10]=1)[CH3:31].